Task: Predict the reactants needed to synthesize the given product.. Dataset: Full USPTO retrosynthesis dataset with 1.9M reactions from patents (1976-2016) (1) Given the product [CH2:1]([O:8][C:9]1[CH:14]=[CH:13][C:12]([O:15][C:16]([F:19])([F:18])[F:17])=[CH:11][C:10]=1[C:26]1[N:22]([CH3:21])[N:23]=[CH:24][CH:25]=1)[C:2]1[CH:7]=[CH:6][CH:5]=[CH:4][CH:3]=1, predict the reactants needed to synthesize it. The reactants are: [CH2:1]([O:8][C:9]1[CH:14]=[CH:13][C:12]([O:15][C:16]([F:19])([F:18])[F:17])=[CH:11][C:10]=1Br)[C:2]1[CH:7]=[CH:6][CH:5]=[CH:4][CH:3]=1.[CH3:21][N:22]1[C:26](B(O)O)=[CH:25][CH:24]=[N:23]1.C1(P(C2CCCCC2)C2CCCCC2)CCCCC1.P([O-])([O-])([O-])=O.[K+].[K+].[K+]. (2) The reactants are: [ClH:1].O1CCOCC1.[F:8][C:9]1[CH:10]=[CH:11][C:12]([C:15]([NH:17][C:18]2[CH:19]=[CH:20][C:21]([F:41])=[C:22]([C:24]34[CH2:32][O:31][CH2:30][CH:29]3[CH2:28][S:27][C:26]([NH:33]C(=O)OC(C)(C)C)=[N:25]4)[CH:23]=2)=[O:16])=[N:13][CH:14]=1. Given the product [ClH:1].[NH2:33][C:26]1[S:27][CH2:28][C@@H:29]2[CH2:30][O:31][CH2:32][C@:24]2([C:22]2[CH:23]=[C:18]([NH:17][C:15](=[O:16])[C:12]3[CH:11]=[CH:10][C:9]([F:8])=[CH:14][N:13]=3)[CH:19]=[CH:20][C:21]=2[F:41])[N:25]=1, predict the reactants needed to synthesize it. (3) Given the product [NH2:12][C:13]1[C:14]2[CH:32]=[C:31]([C:33]([C:35]3[CH:40]=[CH:39][CH:38]=[CH:37][C:36]=3[O:41][CH3:42])=[O:34])[S:30][C:15]=2[N:16]=[C:17]([C:19]2[CH:24]=[CH:23][CH:22]=[C:21]([O:25][C:26]([F:28])([F:27])[F:29])[CH:20]=2)[N:18]=1, predict the reactants needed to synthesize it. The reactants are: CC1(C)N([O])C(C)(C)CCC1.[NH2:12][C:13]1[C:14]2[CH:32]=[C:31]([CH:33]([C:35]3[CH:40]=[CH:39][CH:38]=[CH:37][C:36]=3[O:41][CH3:42])[OH:34])[S:30][C:15]=2[N:16]=[C:17]([C:19]2[CH:24]=[CH:23][CH:22]=[C:21]([O:25][C:26]([F:29])([F:28])[F:27])[CH:20]=2)[N:18]=1.[K+].[Br-].[O-]Cl.[Na+]. (4) Given the product [NH2:7][C:8]1[CH:13]=[CH:12][CH:11]=[CH:10][C:9]=1[NH:14][C:15]([C:17]1[S:21][C:20]2[CH:22]=[CH:23][C:24]([O:26][CH2:27][C:28]3[CH:33]=[CH:32][CH:31]=[CH:30][N:29]=3)=[CH:25][C:19]=2[CH:18]=1)=[O:16], predict the reactants needed to synthesize it. The reactants are: C(OC(=O)[NH:7][C:8]1[CH:13]=[CH:12][CH:11]=[CH:10][C:9]=1[NH:14][C:15]([C:17]1[S:21][C:20]2[CH:22]=[CH:23][C:24]([O:26][CH2:27][C:28]3[CH:33]=[CH:32][CH:31]=[CH:30][N:29]=3)=[CH:25][C:19]=2[CH:18]=1)=[O:16])(C)(C)C.C(=O)(O)[O-].[Na+]. (5) Given the product [F:1][C:2]1[CH:3]=[C:4]([C:10]2[CH:11]=[C:12]([CH2:21][N:31]3[CH2:32][CH2:33][N:28]([CH3:27])[CH2:29][CH2:30]3)[C:13](=[O:20])[N:14]([CH2:16][CH:17]([CH3:18])[CH3:19])[N:15]=2)[CH:5]=[CH:6][C:7]=1[O:8][CH3:9], predict the reactants needed to synthesize it. The reactants are: [F:1][C:2]1[CH:3]=[C:4]([C:10]2[CH:11]=[C:12]([CH2:21]OS(C)(=O)=O)[C:13](=[O:20])[N:14]([CH2:16][CH:17]([CH3:19])[CH3:18])[N:15]=2)[CH:5]=[CH:6][C:7]=1[O:8][CH3:9].[CH3:27][N:28]1[CH2:33][CH2:32][NH:31][CH2:30][CH2:29]1. (6) Given the product [C:1]([O:5][C:6]([C:8]1[C:16]2[C:11](=[CH:12][CH:13]=[CH:14][CH:15]=2)[N:10]([CH2:17][CH:18]([OH:35])[CH2:19][O:20][C:21]2[CH:22]=[CH:23][C:24]([CH2:27][CH2:28][CH2:29][CH2:30][CH2:31][CH2:32][CH2:33][CH3:34])=[CH:25][CH:26]=2)[CH:9]=1)=[O:7])([CH3:4])([CH3:3])[CH3:2], predict the reactants needed to synthesize it. The reactants are: [C:1]([O:5][C:6]([C:8]1[C:16]2[C:11](=[CH:12][CH:13]=[CH:14][CH:15]=2)[N:10]([CH2:17][CH:18]([O:35]C(=O)C)[CH2:19][O:20][C:21]2[CH:26]=[CH:25][C:24]([CH2:27][CH2:28][CH2:29][CH2:30][CH2:31][CH2:32][CH2:33][CH3:34])=[CH:23][CH:22]=2)[CH:9]=1)=[O:7])([CH3:4])([CH3:3])[CH3:2].C[O-].[Na+]. (7) Given the product [Cl:2][C:3]1[CH:8]=[CH:7][C:6]([CH2:9][CH:10]2[CH2:14][CH2:13][N:12]([CH3:15])[C:11]2=[N:20][C:19]#[N:18])=[CH:5][N:4]=1, predict the reactants needed to synthesize it. The reactants are: [I-].[Cl:2][C:3]1[CH:8]=[CH:7][C:6]([CH2:9][CH:10]2[CH2:14][CH2:13][N+:12]([CH3:15])=[C:11]2SC)=[CH:5][N:4]=1.[N:18]#[C:19][NH2:20].